This data is from Forward reaction prediction with 1.9M reactions from USPTO patents (1976-2016). The task is: Predict the product of the given reaction. (1) Given the reactants C(=O)([O-])[O-].[K+].[K+].[Cl:7][C:8]1[C:15]([OH:16])=[CH:14][CH:13]=[CH:12][C:9]=1[C:10]#[N:11].[F:17][C:18]([F:37])([F:36])[S:19](N(C1C=CC=CC=1)[S:19]([C:18]([F:37])([F:36])[F:17])(=[O:21])=[O:20])(=[O:21])=[O:20], predict the reaction product. The product is: [F:17][C:18]([F:37])([F:36])[S:19]([O:16][C:15]1[CH:14]=[CH:13][CH:12]=[C:9]([C:10]#[N:11])[C:8]=1[Cl:7])(=[O:21])=[O:20]. (2) Given the reactants [CH3:1][N:2]1[CH:6]=[C:5]([NH:7][C:8](=[O:31])[CH2:9][C:10]2[CH:15]=[CH:14][C:13]([O:16][C:17]3[C:26]4[C:21](=[CH:22][C:23]([O:27][CH3:28])=[CH:24][CH:25]=4)[N:20]=[CH:19][CH:18]=3)=[CH:12][C:11]=2[O:29][CH3:30])[C:4]([CH3:32])=[N:3]1.O.[C:34]([OH:46])(=[O:45])[CH2:35][C:36]([CH2:41][C:42]([OH:44])=[O:43])([C:38]([OH:40])=[O:39])[OH:37].COC(C)(C)C, predict the reaction product. The product is: [C:34]([OH:46])(=[O:45])[CH2:35][C:36]([CH2:41][C:42]([OH:44])=[O:43])([C:38]([OH:40])=[O:39])[OH:37].[CH3:1][N:2]1[CH:6]=[C:5]([NH:7][C:8](=[O:31])[CH2:9][C:10]2[CH:15]=[CH:14][C:13]([O:16][C:17]3[C:26]4[C:21](=[CH:22][C:23]([O:27][CH3:28])=[CH:24][CH:25]=4)[N:20]=[CH:19][CH:18]=3)=[CH:12][C:11]=2[O:29][CH3:30])[C:4]([CH3:32])=[N:3]1.